Predict the product of the given reaction. From a dataset of Forward reaction prediction with 1.9M reactions from USPTO patents (1976-2016). (1) Given the reactants [OH:1][C:2]1(/[CH:17]=[CH:18]/[C:19]2[CH2:23][CH2:22][CH2:21][C:20]=2[C:24]([O:26][CH2:27][CH3:28])=[O:25])[C:13]([CH3:15])([CH3:14])[CH2:12][C:5]2(OC(C)C(C)[O:6]2)[CH:4]=[C:3]1[CH3:16].O, predict the reaction product. The product is: [OH:1][C:2]1(/[CH:17]=[CH:18]/[C:19]2[CH2:23][CH2:22][CH2:21][C:20]=2[C:24]([O:26][CH2:27][CH3:28])=[O:25])[C:13]([CH3:15])([CH3:14])[CH2:12][C:5](=[O:6])[CH:4]=[C:3]1[CH3:16]. (2) The product is: [CH3:1][O:2][C:3](=[O:29])[C:4]1[CH:5]=[CH:6][C:7]([O:10][C@@H:11]2[CH2:12][CH2:13][C@@H:14]([NH:16][C@@H:17]([C:19]3[C:28]4[C:23](=[CH:24][CH:25]=[CH:26][CH:27]=4)[CH:22]=[CH:21][CH:20]=3)[CH3:18])[CH2:15]2)=[CH:8][CH:9]=1. Given the reactants [CH3:1][O:2][C:3](=[O:29])[C:4]1[CH:9]=[CH:8][C:7]([O:10][CH:11]2[CH2:15][CH:14]([NH:16][CH:17]([C:19]3[C:28]4[C:23](=[CH:24][CH:25]=[CH:26][CH:27]=4)[CH:22]=[CH:21][CH:20]=3)[CH3:18])[CH:13]=[CH:12]2)=[CH:6][CH:5]=1.[H][H], predict the reaction product. (3) Given the reactants [H-].[Na+].[F:3][C:4]1[CH:13]=[CH:12][CH:11]=[C:10]2[C:5]=1[C:6]([NH:14][C:15]1[CH:16]=[C:17]3[C:21](=[CH:22][CH:23]=1)[NH:20][N:19]=[CH:18]3)=[N:7][CH:8]=[N:9]2.Cl.[N:25]1[CH:30]=[CH:29][CH:28]=[CH:27][C:26]=1[CH2:31]Cl, predict the reaction product. The product is: [F:3][C:4]1[CH:13]=[CH:12][CH:11]=[C:10]2[C:5]=1[C:6]([NH:14][C:15]1[CH:16]=[C:17]3[C:21](=[CH:22][CH:23]=1)[N:20]([CH2:31][C:26]1[CH:27]=[CH:28][CH:29]=[CH:30][N:25]=1)[N:19]=[CH:18]3)=[N:7][CH:8]=[N:9]2. (4) Given the reactants [CH3:1][O:2][C:3](=[O:21])[CH2:4][N:5](C(OC(C)(C)C)=O)[CH2:6][CH2:7][N:8]1[CH2:13][CH2:12][O:11][CH2:10][CH2:9]1.C(O)(C(F)(F)F)=O, predict the reaction product. The product is: [CH3:1][O:2][C:3](=[O:21])[CH2:4][NH:5][CH2:6][CH2:7][N:8]1[CH2:13][CH2:12][O:11][CH2:10][CH2:9]1. (5) Given the reactants C[O:2][C:3](=[O:45])[CH2:4][NH:5][CH2:6][C@:7]12[CH2:41][CH2:40][C@@H:39]([C:42]([CH3:44])=[CH2:43])[C@@H:8]1[C@@H:9]1[C@@:22]([CH3:25])([CH2:23][CH2:24]2)[C@@:21]2([CH3:26])[C@@H:12]([C@:13]3([CH3:38])[C@@H:18]([CH2:19][CH2:20]2)[C:17]([CH3:28])([CH3:27])[C:16]([C:29]2[CH:37]=[CH:36][C:32]([C:33]([OH:35])=[O:34])=[CH:31][CH:30]=2)=[CH:15][CH2:14]3)[CH2:11][CH2:10]1.O1CCOCC1, predict the reaction product. The product is: [C:3]([CH2:4][NH:5][CH2:6][C@:7]12[CH2:41][CH2:40][C@@H:39]([C:42]([CH3:44])=[CH2:43])[C@@H:8]1[C@@H:9]1[C@@:22]([CH3:25])([CH2:23][CH2:24]2)[C@@:21]2([CH3:26])[C@@H:12]([C@:13]3([CH3:38])[C@@H:18]([CH2:19][CH2:20]2)[C:17]([CH3:28])([CH3:27])[C:16]([C:29]2[CH:37]=[CH:36][C:32]([C:33]([OH:35])=[O:34])=[CH:31][CH:30]=2)=[CH:15][CH2:14]3)[CH2:11][CH2:10]1)([OH:45])=[O:2]. (6) The product is: [CH3:1][O:2][C:3]1[CH:12]=[C:11]2[C:6]([C:7]([O:19][CH:20]3[CH2:37][CH:36]4[N:22]([C:23](=[O:42])[O:24][CH2:25][CH2:26][CH2:27][CH2:28][CH:29]=[CH:30][CH:31]5[C:33]([C:39]([NH:61][S:58]([CH:55]6[CH2:57][CH2:56]6)(=[O:60])=[O:59])=[O:41])([NH:34][C:35]4=[O:38])[CH2:32]5)[CH2:21]3)=[CH:8][C:9]([C:13]3[CH:14]=[CH:15][CH:16]=[CH:17][CH:18]=3)=[N:10]2)=[CH:5][CH:4]=1. Given the reactants [CH3:1][O:2][C:3]1[CH:12]=[C:11]2[C:6]([C:7]([O:19][CH:20]3[CH2:37][CH:36]4[N:22]([C:23](=[O:42])[O:24][CH2:25][CH2:26][CH2:27][CH2:28][CH:29]=[CH:30][CH:31]5[C:33]([C:39]([OH:41])=O)([NH:34][C:35]4=[O:38])[CH2:32]5)[CH2:21]3)=[CH:8][C:9]([C:13]3[CH:18]=[CH:17][CH:16]=[CH:15][CH:14]=3)=[N:10]2)=[CH:5][CH:4]=1.C(N=C=NCCCN(C)C)C.Cl.[CH:55]1([S:58]([NH2:61])(=[O:60])=[O:59])[CH2:57][CH2:56]1.N12CCCN=C1CCCCC2, predict the reaction product. (7) The product is: [NH2:5][CH:3]1[CH2:2][N:1]([C:24]2[C:33]3[CH2:32][CH2:31][CH2:30][C:29]4([CH2:37][CH2:36][CH2:35][CH2:34]4)[C:28]=3[N:27]=[C:26]([NH2:38])[N:25]=2)[CH2:4]1. Given the reactants [NH:1]1[CH2:4][CH:3]([NH:5]C(=O)OC(C)(C)C)[CH2:2]1.CC1C=CC(S(O[C:24]2[C:33]3[CH2:32][CH2:31][CH2:30][C:29]4([CH2:37][CH2:36][CH2:35][CH2:34]4)[C:28]=3[N:27]=[C:26]([NH2:38])[N:25]=2)(=O)=O)=CC=1, predict the reaction product. (8) Given the reactants C(N(CC)CC)C.[OH:8][C:9]1[CH:19]=[CH:18][CH:17]=[C:11]2[C:12]([O:14][C:15](=[O:16])[C:10]=12)=O.Cl.[NH2:21][CH:22]1[CH2:28][CH2:27][C:26](=[O:29])[NH:25][C:23]1=[O:24], predict the reaction product. The product is: [O:24]=[C:23]1[CH:22]([N:21]2[C:15](=[O:16])[C:10]3[C:11](=[CH:17][CH:18]=[CH:19][C:9]=3[OH:8])[C:12]2=[O:14])[CH2:28][CH2:27][C:26](=[O:29])[NH:25]1.